Dataset: Forward reaction prediction with 1.9M reactions from USPTO patents (1976-2016). Task: Predict the product of the given reaction. (1) Given the reactants [Cl:1][C:2]1[CH:3]=[C:4]2[N:11](COCC[Si](C)(C)C)[C:10]([O:20][C@H:21]3[C@H:25]4[O:26][CH2:27][C@@H:28]([OH:29])[C@H:24]4[O:23][CH2:22]3)=[N:9][C:5]2=[N:6][C:7]=1I.[C:30]1([CH:36]2[CH2:41][CH2:40][NH:39][CH2:38][CH2:37]2)[CH:35]=[CH:34][CH:33]=[CH:32][CH:31]=1.N1CCC[C@H]1C(O)=O.C(=O)([O-])[O-].[K+].[K+], predict the reaction product. The product is: [Cl:1][C:2]1[CH:3]=[C:4]2[NH:11][C:10]([O:20][C@H:21]3[C@H:25]4[O:26][CH2:27][C@@H:28]([OH:29])[C@H:24]4[O:23][CH2:22]3)=[N:9][C:5]2=[N:6][C:7]=1[N:39]1[CH2:40][CH2:41][CH:36]([C:30]2[CH:35]=[CH:34][CH:33]=[CH:32][CH:31]=2)[CH2:37][CH2:38]1. (2) Given the reactants [Cl:1][C:2]1[CH:3]=[N:4][C:5]([CH2:11][O:12][C:13]2[CH:18]=[CH:17][CH:16]=[C:15]([Cl:19])[CH:14]=2)=[C:6]([CH:10]=1)[C:7]([OH:9])=O.Cl.[NH2:21][C@H:22]([C:24]1[CH:33]=[CH:32][C:27]([C:28]([O:30][CH3:31])=[O:29])=[CH:26][CH:25]=1)[CH3:23], predict the reaction product. The product is: [Cl:1][C:2]1[CH:10]=[C:6]([C:7]([NH:21][C@H:22]([C:24]2[CH:33]=[CH:32][C:27]([C:28]([O:30][CH3:31])=[O:29])=[CH:26][CH:25]=2)[CH3:23])=[O:9])[C:5]([CH2:11][O:12][C:13]2[CH:18]=[CH:17][CH:16]=[C:15]([Cl:19])[CH:14]=2)=[N:4][CH:3]=1.